This data is from Forward reaction prediction with 1.9M reactions from USPTO patents (1976-2016). The task is: Predict the product of the given reaction. (1) Given the reactants C[O:2][C:3](=[O:22])[CH:4]([C:12]1[CH:17]=[CH:16][C:15]([S:18]([CH3:21])(=[O:20])=[O:19])=[CH:14][CH:13]=1)[CH2:5][CH:6]1[CH2:11][CH2:10][CH2:9][CH2:8][CH2:7]1.[OH-].[Na+], predict the reaction product. The product is: [CH:6]1([CH2:5][CH:4]([C:12]2[CH:17]=[CH:16][C:15]([S:18]([CH3:21])(=[O:20])=[O:19])=[CH:14][CH:13]=2)[C:3]([OH:22])=[O:2])[CH2:11][CH2:10][CH2:9][CH2:8][CH2:7]1. (2) Given the reactants [O:1]1[C:6]2[CH:7]=[CH:8][CH:9]=[CH:10][C:5]=2[O:4][CH2:3][C@@H:2]1[C:11]1[CH:18]=[CH:17][C:14]([CH:15]=O)=[CH:13][CH:12]=1.Cl.[CH3:20][O:21][C:22]([CH:24]1[CH2:29][CH2:28][N:27](C)[CH2:26][CH2:25]1)=[O:23].[C:31](O[BH-](OC(=O)C)OC(=O)C)(=O)C.[Na+], predict the reaction product. The product is: [CH3:20][O:21][C:22]([C:24]1([CH3:31])[CH2:25][CH2:26][N:27]([CH2:15][C:14]2[CH:17]=[CH:18][C:11]([C@@H:2]3[O:1][C:6]4[CH:7]=[CH:8][CH:9]=[CH:10][C:5]=4[O:4][CH2:3]3)=[CH:12][CH:13]=2)[CH2:28][CH2:29]1)=[O:23].